Task: Predict the reactants needed to synthesize the given product.. Dataset: Full USPTO retrosynthesis dataset with 1.9M reactions from patents (1976-2016) (1) Given the product [Br:39][CH2:40][CH2:41][N:10]1[CH2:11][C:12]2[CH:17]=[CH:16][CH:15]=[CH:14][C:13]=2[N:8]([C:3]2[CH:4]=[CH:5][CH:6]=[CH:7][C:2]=2[F:1])[S:9]1(=[O:19])=[O:18], predict the reactants needed to synthesize it. The reactants are: [F:1][C:2]1[CH:7]=[CH:6][CH:5]=[CH:4][C:3]=1[N:8]1[C:13]2[CH:14]=[CH:15][CH:16]=[CH:17][C:12]=2[CH2:11][NH:10][S:9]1(=[O:19])=[O:18].C1(P(C2C=CC=CC=2)C2C=CC=CC=2)C=CC=CC=1.[Br:39][CH:40](O)[CH3:41].N(C(OC(C)C)=O)=NC(OC(C)C)=O. (2) Given the product [CH3:10][O:11][C:12]1[CH:13]=[CH:14][C:15]([N:18]2[CH2:19][CH2:20][N:21]([C:24]3[C:25]([CH3:38])=[C:26]([CH3:37])[C:27]4[O:31][C:30]([CH3:33])([CH3:32])[CH:29]([O:34][CH2:3][C:4]5[CH:9]=[CH:8][CH:7]=[CH:6][N:5]=5)[C:28]=4[C:35]=3[CH3:36])[CH2:22][CH2:23]2)=[CH:16][CH:17]=1, predict the reactants needed to synthesize it. The reactants are: Cl.Cl[CH2:3][C:4]1[CH:9]=[CH:8][CH:7]=[CH:6][N:5]=1.[CH3:10][O:11][C:12]1[CH:17]=[CH:16][C:15]([N:18]2[CH2:23][CH2:22][N:21]([C:24]3[C:25]([CH3:38])=[C:26]([CH3:37])[C:27]4[O:31][C:30]([CH3:33])([CH3:32])[CH:29]([OH:34])[C:28]=4[C:35]=3[CH3:36])[CH2:20][CH2:19]2)=[CH:14][CH:13]=1. (3) Given the product [CH3:16][C:10]1[CH:11]=[C:12]([NH2:15])[CH:13]=[CH:14][C:9]=1[O:8][C:6]1[CH:5]=[CH:4][N:3]=[C:2]([C:20]2[CH:21]=[N:17][N:18]([CH3:22])[CH:19]=2)[CH:7]=1, predict the reactants needed to synthesize it. The reactants are: Cl[C:2]1[CH:7]=[C:6]([O:8][C:9]2[CH:14]=[CH:13][C:12]([NH2:15])=[CH:11][C:10]=2[CH3:16])[CH:5]=[CH:4][N:3]=1.[N:17]1[N:18]=[CH:19][CH2:20][CH:21]=1.[C:22]([O-])([O-])=O.[Cs+].[Cs+].O. (4) Given the product [NH2:43][C:42]1[C:33]([C:31]([NH:30][C:25]2[CH:26]=[N:27][CH:28]=[CH:29][C:24]=2[N:11]2[CH2:12][C@H:13]([CH3:23])[C@@H:14]([O:15][Si:16]([C:19]([CH3:20])([CH3:21])[CH3:22])([CH3:18])[CH3:17])[C@H:9]([NH:8][C:6](=[O:7])[O:5][C:1]([CH3:4])([CH3:3])[CH3:2])[CH2:10]2)=[O:32])=[N:34][C:35]2[C:40]([CH:41]=1)=[CH:39][CH:38]=[C:37]([CH:54]1[CH2:59][CH2:58][O:57][CH2:56][CH2:55]1)[CH:36]=2, predict the reactants needed to synthesize it. The reactants are: [C:1]([O:5][C:6]([NH:8][C@H:9]1[C@H:14]([O:15][Si:16]([C:19]([CH3:22])([CH3:21])[CH3:20])([CH3:18])[CH3:17])[C@@H:13]([CH3:23])[CH2:12][N:11]([C:24]2[CH:29]=[CH:28][N:27]=[CH:26][C:25]=2[NH:30][C:31]([C:33]2[C:42]([NH:43]C(=O)OCC3C=CC=CC=3)=[CH:41][C:40]3[C:35](=[CH:36][C:37]([C:54]4[CH2:55][CH2:56][O:57][CH2:58][CH:59]=4)=[CH:38][CH:39]=3)[N:34]=2)=[O:32])[CH2:10]1)=[O:7])([CH3:4])([CH3:3])[CH3:2].[H][H]. (5) Given the product [CH3:10][N:11]([CH:12]1[CH2:17][CH2:16][N:15]([C:18]2[C:19]3[CH:26]=[CH:25][NH:24][C:20]=3[N:21]=[CH:22][N:23]=2)[CH2:14][CH2:13]1)[C:27](=[O:34])[C:28]1[CH:33]=[CH:32][CH:31]=[CH:30][CH:29]=1, predict the reactants needed to synthesize it. The reactants are: CCN(C(C)C)C(C)C.[CH3:10][NH:11][CH:12]1[CH2:17][CH2:16][N:15]([C:18]2[C:19]3[CH:26]=[CH:25][NH:24][C:20]=3[N:21]=[CH:22][N:23]=2)[CH2:14][CH2:13]1.[C:27](O)(=[O:34])[C:28]1[CH:33]=[CH:32][CH:31]=[CH:30][CH:29]=1.CN(C(ON1N=NC2C=CC=NC1=2)=[N+](C)C)C.F[P-](F)(F)(F)(F)F. (6) The reactants are: [C:1]1([NH:7][C:8]([C@@H:10]2[C@@H:14]([CH2:15][C:16]3[CH:21]=[CH:20][CH:19]=[CH:18][CH:17]=3)[CH2:13][N:12]([CH2:22][C:23]3[CH:28]=[CH:27][CH:26]=[CH:25][CH:24]=3)[CH2:11]2)=O)[CH:6]=[CH:5][CH:4]=[CH:3][CH:2]=1.[H-].[H-].[H-].[H-].[Li+].[Al+3].O.[OH-].[Na+]. Given the product [CH2:22]([N:12]1[CH2:13][C@H:14]([CH2:15][C:16]2[CH:17]=[CH:18][CH:19]=[CH:20][CH:21]=2)[C@@H:10]([CH2:8][NH:7][C:1]2[CH:6]=[CH:5][CH:4]=[CH:3][CH:2]=2)[CH2:11]1)[C:23]1[CH:24]=[CH:25][CH:26]=[CH:27][CH:28]=1, predict the reactants needed to synthesize it.